This data is from Retrosynthesis with 50K atom-mapped reactions and 10 reaction types from USPTO. The task is: Predict the reactants needed to synthesize the given product. (1) The reactants are: CCOC(=O)Nc1nc2ccc(Cl)cc2nc1OC.Cc1cc(C)cc(N2CCNCC2)c1. Given the product COc1nc2cc(Cl)ccc2nc1NC(=O)N1CCN(c2cc(C)cc(C)c2)CC1, predict the reactants needed to synthesize it. (2) Given the product COc1ccc2c(c1)C(=O)C(=Cc1cccc([N+](=O)[O-])c1)C(C)(C)O2, predict the reactants needed to synthesize it. The reactants are: COc1ccc2c(c1)C(=O)CC(C)(C)O2.O=Cc1cccc([N+](=O)[O-])c1. (3) Given the product C[Si](C)(C)CCOCn1c(N2CCN(c3ncccc3C(F)(F)F)CC2)nc(Cl)c1Cl, predict the reactants needed to synthesize it. The reactants are: C[Si](C)(C)CCOCn1c(Br)nc(Cl)c1Cl.FC(F)(F)c1cccnc1N1CCNCC1. (4) Given the product Nc1ccc(Oc2ccnc(Cl)c2)cc1F, predict the reactants needed to synthesize it. The reactants are: Clc1ccnc(Cl)c1.Nc1ccc(O)cc1F.